From a dataset of Forward reaction prediction with 1.9M reactions from USPTO patents (1976-2016). Predict the product of the given reaction. (1) Given the reactants [Cl:1][C:2]1[CH:3]=[CH:4][C:5]([N+:20]([O-])=O)=[C:6]([CH:19]=1)[CH2:7][N:8]1[CH:12]=[C:11]([CH3:13])[CH:10]=[C:9]1[C:14]([O:16][CH2:17][CH3:18])=[O:15], predict the reaction product. The product is: [NH2:20][C:5]1[CH:4]=[CH:3][C:2]([Cl:1])=[CH:19][C:6]=1[CH2:7][N:8]1[CH:12]=[C:11]([CH3:13])[CH:10]=[C:9]1[C:14]([O:16][CH2:17][CH3:18])=[O:15]. (2) Given the reactants [C:1]([O:5][C:6]([N:8]1[C:16]2[C:11](=[CH:12][C:13]([C:17](C)(C)[O:18][SiH2]C(C)(C)C)=[CH:14][CH:15]=2)[CH:10]=[C:9]1[C:26]1[C:27]2[S:40][CH:39]=[CH:38][C:28]=2[N:29]([C:31]([O:33][C:34]([CH3:37])([CH3:36])[CH3:35])=[O:32])[N:30]=1)=[O:7])([CH3:4])([CH3:3])[CH3:2].[F-].C([N+](CCCC)(CCCC)CCCC)CCC.O, predict the reaction product. The product is: [C:1]([O:5][C:6]([N:8]1[C:16]2[C:11](=[CH:12][C:13]([CH2:17][OH:18])=[CH:14][CH:15]=2)[CH:10]=[C:9]1[C:26]1[C:27]2[S:40][CH:39]=[CH:38][C:28]=2[N:29]([C:31]([O:33][C:34]([CH3:37])([CH3:36])[CH3:35])=[O:32])[N:30]=1)=[O:7])([CH3:4])([CH3:2])[CH3:3]. (3) Given the reactants [CH3:1][C:2]1[CH:7]=[CH:6][C:5]([C:8]2[O:12][C:11]([NH:13][C:14]3[CH:15]=[CH:16][CH:17]=[C:18]4[C:23]=3[CH2:22][C:21](=[O:24])[CH2:20][CH2:19]4)=[N:10][CH:9]=2)=[CH:4][CH:3]=1.FC(F)(F)C1C=CC(C2OC(NC3C=CC=C4C=3CC(=O)CC4)=NC=2)=CC=1, predict the reaction product. The product is: [CH3:1][C:2]1[CH:7]=[CH:6][C:5]([C:8]2[O:12][C:11]([NH:13][C:14]3[CH:15]=[CH:16][CH:17]=[C:18]4[C:23]=3[CH2:22][CH:21]([OH:24])[CH2:20][CH2:19]4)=[N:10][CH:9]=2)=[CH:4][CH:3]=1. (4) Given the reactants C(O[C:6](=[O:22])[N:7]([CH2:13][C:14]1[CH:19]=[CH:18][C:17]([F:20])=[CH:16][C:15]=1[F:21])[N:8]1[CH:12]=[CH:11][CH:10]=[CH:9]1)(C)(C)C.[CH2:23]([O:25][C:26](=[O:38])[CH:27](C(OCC)=O)[C:28](OCC)=[O:29])[CH3:24], predict the reaction product. The product is: [CH2:23]([O:25][C:26]([C:27]1[C:6](=[O:22])[N:7]([CH2:13][C:14]2[CH:19]=[CH:18][C:17]([F:20])=[CH:16][C:15]=2[F:21])[N:8]2[CH:9]=[CH:10][CH:11]=[C:12]2[C:28]=1[OH:29])=[O:38])[CH3:24]. (5) Given the reactants [C:1]([N:12]1[CH2:20][C@H:18]([OH:19])[CH2:17][C@H:13]1[C:14]([OH:16])=O)(=[O:11])[CH2:2][CH2:3][CH2:4][CH2:5][CH2:6][CH2:7][CH2:8][CH2:9][CH3:10].Cl.[CH3:22][O:23][C:24](=[O:30])[C@@H:25]1[CH2:29][CH2:28][CH2:27][NH:26]1.ON1C2C=CC=CC=2N=N1.Cl.C(N=C=NCCCN(C)C)C, predict the reaction product. The product is: [CH3:22][O:23][C:24](=[O:30])[C@@H:25]1[CH2:29][CH2:28][CH2:27][N:26]1[C:14](=[O:16])[C@@H:13]1[CH2:17][C@@H:18]([OH:19])[CH2:20][N:12]1[C:1](=[O:11])[CH2:2][CH2:3][CH2:4][CH2:5][CH2:6][CH2:7][CH2:8][CH2:9][CH3:10]. (6) Given the reactants S(O)([O:4][CH2:5][CH2:6][NH2:7])(=O)=O.[CH2:9]([O:16][CH2:17][C@H:18]1[CH2:20]O1)[C:10]1[CH:15]=[CH:14][CH:13]=[CH:12][CH:11]=1.[OH-].[Na+], predict the reaction product. The product is: [CH2:9]([O:16][CH2:17][C@@H:18]1[O:4][CH2:5][CH2:6][NH:7][CH2:20]1)[C:10]1[CH:15]=[CH:14][CH:13]=[CH:12][CH:11]=1. (7) Given the reactants [C:1]([C:5]1[N:10]=[CH:9][C:8]([C:11]2[N:12]([C:32]([N:34]3[CH2:39][CH2:38][CH:37]([CH2:40][C:41]([OH:43])=O)[CH2:36][CH2:35]3)=[O:33])[C@@:13]([C:25]3[CH:30]=[CH:29][C:28]([Cl:31])=[CH:27][CH:26]=3)([CH3:24])[C@@:14]([C:17]3[CH:22]=[CH:21][C:20]([Cl:23])=[CH:19][CH:18]=3)([CH3:16])[N:15]=2)=[C:7]([O:44][CH2:45][CH3:46])[CH:6]=1)([CH3:4])([CH3:3])[CH3:2].[CH3:47][CH:48]1[CH2:52][CH2:51][CH2:50][NH:49]1, predict the reaction product. The product is: [C:1]([C:5]1[N:10]=[CH:9][C:8]([C:11]2[N:12]([C:32]([N:34]3[CH2:39][CH2:38][CH:37]([CH2:40][C:41]([N:49]4[CH2:50][CH2:51][CH2:52][CH:48]4[CH3:47])=[O:43])[CH2:36][CH2:35]3)=[O:33])[C@@:13]([C:25]3[CH:30]=[CH:29][C:28]([Cl:31])=[CH:27][CH:26]=3)([CH3:24])[C@@:14]([C:17]3[CH:18]=[CH:19][C:20]([Cl:23])=[CH:21][CH:22]=3)([CH3:16])[N:15]=2)=[C:7]([O:44][CH2:45][CH3:46])[CH:6]=1)([CH3:4])([CH3:3])[CH3:2]. (8) The product is: [Cl:25][CH2:26][C:27]([NH:1][C:2]1[CH:3]=[C:4]2[C:9](=[CH:10][CH:11]=1)[N:8]=[CH:7][N:6]=[C:5]2[NH:12][C:13]1[CH:17]=[C:16]([C:18]([CH3:21])([CH3:19])[CH3:20])[Se:15][C:14]=1[C:22]([NH2:24])=[O:23])=[O:28]. Given the reactants [NH2:1][C:2]1[CH:3]=[C:4]2[C:9](=[CH:10][CH:11]=1)[N:8]=[CH:7][N:6]=[C:5]2[NH:12][C:13]1[CH:17]=[C:16]([C:18]([CH3:21])([CH3:20])[CH3:19])[Se:15][C:14]=1[C:22]([NH2:24])=[O:23].[Cl:25][CH2:26][C:27](Cl)=[O:28], predict the reaction product. (9) Given the reactants [C:1]([C:5]1[CH:28]=[CH:27][C:8]([CH2:9][O:10][C:11]2[C:20]3[C:19]([CH3:22])([CH3:21])[CH2:18][CH2:17][C:16]([CH3:24])([CH3:23])[C:15]=3[CH:14]=[C:13]([CH:25]=[O:26])[CH:12]=2)=[CH:7][CH:6]=1)([CH3:4])([CH3:3])[CH3:2].[C:29]([Mg]Br)#[CH:30], predict the reaction product. The product is: [C:1]([C:5]1[CH:28]=[CH:27][C:8]([CH2:9][O:10][C:11]2[C:20]3[C:19]([CH3:21])([CH3:22])[CH2:18][CH2:17][C:16]([CH3:24])([CH3:23])[C:15]=3[CH:14]=[C:13]([CH:25]([OH:26])[C:29]#[CH:30])[CH:12]=2)=[CH:7][CH:6]=1)([CH3:2])([CH3:3])[CH3:4]. (10) Given the reactants C(N)(=N)C1C=CC=CC=1.[C:10]1(=O)[C:19]2[C:14](=[CH:15][CH:16]=[CH:17][CH:18]=2)[CH2:13][CH2:12][CH2:11]1.[BH4-].[Na+].CC1C=CC(S(O)(=O)=O)=CC=1, predict the reaction product. The product is: [CH2:18]1[C:19]2[C:14](=[CH:13][CH:12]=[CH:11][CH:10]=2)[CH:15]=[CH:16][CH2:17]1.